From a dataset of Forward reaction prediction with 1.9M reactions from USPTO patents (1976-2016). Predict the product of the given reaction. Given the reactants [CH3:1][N:2]1[CH2:22][CH2:21][C:5](=[C:6]2[C:17]3[CH:18]=[CH:19][S:20][C:16]=3[C:14](=[O:15])[CH2:13][C:12]3[CH:11]=[CH:10][CH:9]=[CH:8][C:7]2=3)[CH2:4][CH2:3]1.[CH:23](/[C:28]([OH:30])=[O:29])=[CH:24]\[C:25]([OH:27])=[O:26].[CH3:31][NH:32][CH2:33][C@H:34]([OH:42])[C:35]1[CH:36]=[CH:37][CH:38]=[C:39]([OH:41])[CH:40]=1.[ClH:43].C(OC(C)C)(=O)CCCCCCCCCCCCC, predict the reaction product. The product is: [CH3:31][NH:32][CH2:33][C@H:34]([OH:42])[C:35]1[CH:36]=[CH:37][CH:38]=[C:39]([OH:41])[CH:40]=1.[ClH:43].[CH3:1][N:2]1[CH2:22][CH2:21][C:5](=[C:6]2[C:17]3[CH:18]=[CH:19][S:20][C:16]=3[C:14](=[O:15])[CH2:13][C:12]3[CH:11]=[CH:10][CH:9]=[CH:8][C:7]2=3)[CH2:4][CH2:3]1.[CH:23](/[C:28]([OH:30])=[O:29])=[CH:24]\[C:25]([OH:27])=[O:26].